Dataset: Forward reaction prediction with 1.9M reactions from USPTO patents (1976-2016). Task: Predict the product of the given reaction. (1) Given the reactants C(=CC(C=CC1C=CC=CC=1)=O)C1C=CC=CC=1.N1C2C(=CC=C3C=2N=CC=C3)C=CC=1.C(=O)([O-])[O-].[Cs+].[Cs+].[NH:39]1[CH:43]=[CH:42][CH:41]=[CH:40]1.Br[C:45]1[CH:50]=[C:49]([CH3:51])[C:48]([NH:52][C:53](=[O:60])[CH2:54][CH:55]2[CH2:59][CH2:58][CH2:57][CH2:56]2)=[C:47]([CH3:61])[CH:46]=1, predict the reaction product. The product is: [CH:55]1([CH2:54][C:53]([NH:52][C:48]2[C:47]([CH3:61])=[CH:46][C:45]([N:39]3[CH:43]=[CH:42][CH:41]=[CH:40]3)=[CH:50][C:49]=2[CH3:51])=[O:60])[CH2:59][CH2:58][CH2:57][CH2:56]1. (2) Given the reactants Br[C:2]1[C:3]([CH3:9])=[N:4][N:5]([CH3:8])[C:6]=1[CH3:7].C([Li])CCC.[CH2:15]([O:22][C:23]([N:25]1[CH2:29][C@@H:28]([O:30][Si:31]([C:34]([CH3:37])([CH3:36])[CH3:35])([CH3:33])[CH3:32])[CH2:27][C@@H:26]1[CH:38]=[O:39])=[O:24])[C:16]1[CH:21]=[CH:20][CH:19]=[CH:18][CH:17]=1, predict the reaction product. The product is: [CH2:15]([O:22][C:23]([N:25]1[CH2:29][C@@H:28]([O:30][Si:31]([C:34]([CH3:35])([CH3:36])[CH3:37])([CH3:33])[CH3:32])[CH2:27][C@@H:26]1[CH:38]([OH:39])[C:2]1[C:3]([CH3:9])=[N:4][N:5]([CH3:8])[C:6]=1[CH3:7])=[O:24])[C:16]1[CH:21]=[CH:20][CH:19]=[CH:18][CH:17]=1. (3) Given the reactants [CH:1]1[C:14]2[CH:13]=[C:12](B(O)O)[C:11]3[C:6](=[CH:7][CH:8]=[CH:9][CH:10]=3)[C:5]=2[CH:4]=[CH:3][CH:2]=1.[Br:18][C:19]1[CH:28]=[CH:27][C:26]2[C:21](=[CH:22][CH:23]=[C:24](Br)[CH:25]=2)[CH:20]=1.C(=O)([O-])[O-].[Na+].[Na+], predict the reaction product. The product is: [Br:18][C:19]1[CH:20]=[C:21]2[C:26](=[CH:27][CH:28]=1)[CH:25]=[C:24]([C:12]1[C:11]3[C:6]([C:5]4[CH:4]=[CH:3][CH:2]=[CH:1][C:14]=4[CH:13]=1)=[CH:7][CH:8]=[CH:9][CH:10]=3)[CH:23]=[CH:22]2. (4) Given the reactants [N:1]1([CH:6]2[CH2:11][CH2:10][N:9](C(OC(C)(C)C)=O)[CH2:8][CH2:7]2)[CH:5]=[CH:4][CH:3]=[N:2]1, predict the reaction product. The product is: [N:1]1([CH:6]2[CH2:11][CH2:10][NH:9][CH2:8][CH2:7]2)[CH:5]=[CH:4][CH:3]=[N:2]1. (5) Given the reactants CI.[CH2:3]([C:5]1[CH:6]=[N:7][C:8]([N:11]2[CH2:16][CH2:15][CH:14]([NH:17][C:18](=[O:32])[C@@H:19]([NH:24][C:25](=[O:31])[O:26][C:27]([CH3:30])([CH3:29])[CH3:28])[CH2:20][CH2:21]SC)[CH2:13][CH2:12]2)=[N:9][CH:10]=1)[CH3:4].[H-].[Na+].CN(C=O)C.[Cl-].[NH4+], predict the reaction product. The product is: [CH2:3]([C:5]1[CH:6]=[N:7][C:8]([N:11]2[CH2:16][CH2:15][CH:14]([N:17]3[CH2:21][CH2:20][C@H:19]([NH:24][C:25](=[O:31])[O:26][C:27]([CH3:30])([CH3:29])[CH3:28])[C:18]3=[O:32])[CH2:13][CH2:12]2)=[N:9][CH:10]=1)[CH3:4].